This data is from Full USPTO retrosynthesis dataset with 1.9M reactions from patents (1976-2016). The task is: Predict the reactants needed to synthesize the given product. (1) Given the product [CH3:13][O:1][C@@H:2]1[O:10][C@@H:9]2[CH2:11][O:12][CH:16]([C:17]3[CH:22]=[CH:21][CH:20]=[CH:19][CH:18]=3)[O:8][C@H:7]2[C@H:5]([OH:6])[C@H:3]1[OH:4], predict the reactants needed to synthesize it. The reactants are: [O:1]([CH3:13])[C@@H:2]1[O:10][C@H:9]([CH2:11][OH:12])[C@@H:7]([OH:8])[C@H:5]([OH:6])[C@H:3]1[OH:4].CO[CH:16](OC)[C:17]1[CH:22]=[CH:21][CH:20]=[CH:19][CH:18]=1.C(OCC)(=O)C.C(N(CC)CC)C. (2) The reactants are: [NH2:1][C@H:2]1[CH2:6][CH2:5][N:4]([C:7]([O:9][C:10]([CH3:13])([CH3:12])[CH3:11])=[O:8])[CH2:3]1.C[C:15]([CH3:18])([O-])[CH3:16].[Na+].C(OCC)(=O)C.[CH3:26][CH2:27][CH2:28]CC. Given the product [NH:1]([C@H:2]1[CH2:6][CH2:5][N:4]([C:7]([O:9][C:10]([CH3:13])([CH3:12])[CH3:11])=[O:8])[CH2:3]1)[C:16]1[CH:15]=[CH:18][CH:28]=[CH:27][CH:26]=1, predict the reactants needed to synthesize it. (3) Given the product [CH2:14]1[C:15]2([CH2:19][CH2:18][N:17]([C:8]3[C:2]([Cl:1])=[CH:3][C:4]([N+:10]([O-:12])=[O:11])=[C:5]([NH2:6])[CH:7]=3)[CH2:16]2)[CH2:13]1, predict the reactants needed to synthesize it. The reactants are: [Cl:1][C:2]1[C:8](Cl)=[CH:7][C:5]([NH2:6])=[C:4]([N+:10]([O-:12])=[O:11])[CH:3]=1.[CH2:13]1[C:15]2([CH2:19][CH2:18][NH:17][CH2:16]2)[CH2:14]1.C(=O)([O-])[O-].[K+].[K+].C(Cl)Cl.CCO.